This data is from NCI-60 drug combinations with 297,098 pairs across 59 cell lines. The task is: Regression. Given two drug SMILES strings and cell line genomic features, predict the synergy score measuring deviation from expected non-interaction effect. (1) Drug 1: CC1=CC=C(C=C1)C2=CC(=NN2C3=CC=C(C=C3)S(=O)(=O)N)C(F)(F)F. Drug 2: C1C(C(OC1N2C=NC3=C(N=C(N=C32)Cl)N)CO)O. Cell line: NCI-H522. Synergy scores: CSS=15.3, Synergy_ZIP=-2.45, Synergy_Bliss=0.571, Synergy_Loewe=-10.3, Synergy_HSA=-1.37. (2) Drug 1: COC1=C(C=C2C(=C1)N=CN=C2NC3=CC(=C(C=C3)F)Cl)OCCCN4CCOCC4. Drug 2: CC1=CC=C(C=C1)C2=CC(=NN2C3=CC=C(C=C3)S(=O)(=O)N)C(F)(F)F. Cell line: HCC-2998. Synergy scores: CSS=5.29, Synergy_ZIP=-3.16, Synergy_Bliss=-4.10, Synergy_Loewe=-4.98, Synergy_HSA=-2.88. (3) Cell line: PC-3. Drug 1: COC1=CC(=CC(=C1O)OC)C2C3C(COC3=O)C(C4=CC5=C(C=C24)OCO5)OC6C(C(C7C(O6)COC(O7)C8=CC=CS8)O)O. Drug 2: C1=CC(=CC=C1CC(C(=O)O)N)N(CCCl)CCCl.Cl. Synergy scores: CSS=20.0, Synergy_ZIP=-4.92, Synergy_Bliss=-6.51, Synergy_Loewe=-28.7, Synergy_HSA=-5.12. (4) Drug 1: CC1OCC2C(O1)C(C(C(O2)OC3C4COC(=O)C4C(C5=CC6=C(C=C35)OCO6)C7=CC(=C(C(=C7)OC)O)OC)O)O. Synergy scores: CSS=38.1, Synergy_ZIP=-8.81, Synergy_Bliss=-6.98, Synergy_Loewe=-3.75, Synergy_HSA=-2.06. Cell line: HCT-15. Drug 2: CC1C(C(CC(O1)OC2CC(CC3=C2C(=C4C(=C3O)C(=O)C5=CC=CC=C5C4=O)O)(C(=O)C)O)N)O.